This data is from Reaction yield outcomes from USPTO patents with 853,638 reactions. The task is: Predict the reaction yield, written as a fraction of the theoretical maximum amount of product (1.0 means a 100% yield; for example, 0.34 means a 34% yield). (1) The reactants are C(OC([N:11]1[CH2:15][CH2:14][CH2:13][CH:12]1[CH2:16][C:17]1[C:21]2[CH:22]=[CH:23][CH:24]=[CH:25][C:20]=2[O:19][C:18]=1[CH:26]=[CH:27][C:28]([O:30][CH2:31][CH3:32])=[O:29])=O)C1C=CC=CC=1. The catalyst is CO. The product is [CH2:31]([O:30][C:28](=[O:29])[CH2:27][CH2:26][C:18]1[O:19][C:20]2[CH:25]=[CH:24][CH:23]=[CH:22][C:21]=2[C:17]=1[CH2:16][CH:12]1[CH2:13][CH2:14][CH2:15][NH:11]1)[CH3:32]. The yield is 0.910. (2) The reactants are C[O:2][C:3](=[O:24])[C:4]1[CH:9]=[CH:8][C:7]([O:10][CH2:11][C:12]2[C:13]([C:17]3[CH:22]=[CH:21][C:20]([F:23])=[CH:19][CH:18]=3)=[N:14][O:15][CH:16]=2)=[N:6][CH:5]=1.COC(=O)C1C=CC(OCC2C(C3C=CC=CN=3)=NOC=2C)=NC=1. No catalyst specified. The product is [F:23][C:20]1[CH:19]=[CH:18][C:17]([C:13]2[C:12]([CH2:11][O:10][C:7]3[CH:8]=[CH:9][C:4]([C:3]([OH:24])=[O:2])=[CH:5][N:6]=3)=[CH:16][O:15][N:14]=2)=[CH:22][CH:21]=1. The yield is 0.810.